From a dataset of Reaction yield outcomes from USPTO patents with 853,638 reactions. Predict the reaction yield, written as a fraction of the theoretical maximum amount of product (1.0 means a 100% yield; for example, 0.34 means a 34% yield). (1) The reactants are CS(C)=O.Cl[C:6]1[N:7]([CH2:28][CH:29]2[CH2:31][CH2:30]2)[C:8]2[C:13]([N:14]=1)=[C:12]([N:15]1[CH2:20][CH2:19][O:18][CH2:17][CH2:16]1)[N:11]=[C:10]([C:21]1[CH:22]=[N:23][C:24]([NH2:27])=[N:25][CH:26]=1)[N:9]=2.[S:32]([N:36]1[CH2:41][CH2:40][NH:39][CH2:38][CH2:37]1)([CH3:35])(=[O:34])=[O:33]. The catalyst is ClCCl.CO. The product is [CH:29]1([CH2:28][N:7]2[C:6]([N:39]3[CH2:40][CH2:41][N:36]([S:32]([CH3:35])(=[O:34])=[O:33])[CH2:37][CH2:38]3)=[N:14][C:13]3[C:8]2=[N:9][C:10]([C:21]2[CH:22]=[N:23][C:24]([NH2:27])=[N:25][CH:26]=2)=[N:11][C:12]=3[N:15]2[CH2:20][CH2:19][O:18][CH2:17][CH2:16]2)[CH2:31][CH2:30]1. The yield is 0.680. (2) The reactants are C1(C(C2C=CC=CC=2)=[N:8][CH2:9][C:10]2[N:11]=[C:12]3[CH:18]=[CH:17][N:16]([S:19]([C:22]4[CH:28]=[CH:27][C:25]([CH3:26])=[CH:24][CH:23]=4)(=[O:21])=[O:20])[C:13]3=[N:14][CH:15]=2)C=CC=CC=1.C[Si]([N-][Si](C)(C)C)(C)C.[Na+].[F:45][C:46]([F:50])([F:49])[CH2:47]I.C([O-])(O)=O.[Na+].[ClH:56]. The catalyst is C1COCC1.C(OC(C)C)(=O)C.CCOC(C)=O. The product is [ClH:56].[F:45][C:46]([F:50])([F:49])[CH2:47][CH:9]([C:10]1[N:11]=[C:12]2[CH:18]=[CH:17][N:16]([S:19]([C:22]3[CH:28]=[CH:27][C:25]([CH3:26])=[CH:24][CH:23]=3)(=[O:20])=[O:21])[C:13]2=[N:14][CH:15]=1)[NH2:8]. The yield is 0.230. (3) The catalyst is C1COCC1. The reactants are [F-].C([N+](CCCC)(CCCC)CCCC)CCC.[Si]([O:26][C:27]1[CH:28]=[C:29]([CH:36]=[CH:37][CH:38]=1)[O:30][CH2:31][C:32]([O:34][CH3:35])=[O:33])(C(C)(C)C)(C)C. The product is [OH:26][C:27]1[CH:28]=[C:29]([CH:36]=[CH:37][CH:38]=1)[O:30][CH2:31][C:32]([O:34][CH3:35])=[O:33]. The yield is 0.600. (4) The reactants are C[N:2]([CH:4]=[O:5])C.O=S(Cl)Cl.[Br:10][C:11]1[CH:12]=[C:13]2[C:17](=[CH:18][CH:19]=1)[NH:16][C:15](C(O)=O)=[CH:14]2. The product is [Br:10][C:11]1[CH:12]=[C:13]2[C:17](=[CH:18][CH:19]=1)[NH:16][C:15]([C:4]([NH2:2])=[O:5])=[CH:14]2. The catalyst is CCOCC. The yield is 0.900. (5) The reactants are [N:1]1([C:11](OC(C)(C)C)=O)[CH2:6][CH2:5][CH:4]([C:7]([O:9][CH3:10])=[O:8])[CH2:3][CH2:2]1.[ClH:18].Br[CH2:20]CO.C([O-])([O-])=O.[K+].[K+].S(Cl)(Cl)=O. The catalyst is CCOCC.O1CCOCC1.ClCCCl. The product is [Cl:18][CH2:20][CH2:11][N:1]1[CH2:2][CH2:3][CH:4]([C:7]([O:9][CH3:10])=[O:8])[CH2:5][CH2:6]1. The yield is 0.219.